From a dataset of Catalyst prediction with 721,799 reactions and 888 catalyst types from USPTO. Predict which catalyst facilitates the given reaction. (1) Reactant: [Cl:1][C:2]1[CH:3]=[C:4](/[C:12](=[N:16]\[O:17][CH:18]([CH3:20])[CH3:19])/[C:13]([OH:15])=O)[CH:5]=[CH:6][C:7]=1[S:8]([CH3:11])(=[O:10])=[O:9].C(N(CC)C(C)C)(C)C.[CH3:30][N:31]1[CH:35]=[CH:34][C:33]([NH2:36])=[N:32]1. Product: [Cl:1][C:2]1[CH:3]=[C:4](/[C:12](=[N:16]\[O:17][CH:18]([CH3:20])[CH3:19])/[C:13]([NH:36][C:33]2[CH:34]=[CH:35][N:31]([CH3:30])[N:32]=2)=[O:15])[CH:5]=[CH:6][C:7]=1[S:8]([CH3:11])(=[O:9])=[O:10]. The catalyst class is: 10. (2) Reactant: [CH:1]([OH:3])=O.C(OC(=O)C)(=O)C.Cl.[NH2:12][CH2:13][C:14]1[CH:19]=[CH:18][C:17]([C:20]([N:22]2[CH2:31][C:30]3[CH:29]=[N:28][N:27]([CH3:32])[C:26]=3[NH:25][C:24]3[CH:33]=[C:34]([CH3:37])[CH:35]=[CH:36][C:23]2=3)=[O:21])=[CH:16][C:15]=1[F:38].O. Product: [CH3:32][N:27]1[C:26]2[NH:25][C:24]3[CH:33]=[C:34]([CH3:37])[CH:35]=[CH:36][C:23]=3[N:22]([C:20]([C:17]3[CH:18]=[CH:19][C:14]([CH2:13][NH:12][CH:1]=[O:3])=[C:15]([F:38])[CH:16]=3)=[O:21])[CH2:31][C:30]=2[CH:29]=[N:28]1. The catalyst class is: 22. (3) Reactant: F[P-](F)(F)(F)(F)F.[N:8]1(O[P+](N(C)C)(N(C)C)N(C)C)[C:12]2[CH:13]=[CH:14][CH:15]=[CH:16][C:11]=2N=N1.[Cl:28][C:29]1[CH:34]=[CH:33][C:32]([C:35]([CH3:40])([CH3:39])[C:36](O)=[O:37])=[CH:31][CH:30]=1.CN1CCOCC1.C1(N)CCCCC1.CN(C=O)C.C(O)(C(F)(F)F)=O. Product: [Cl:28][C:29]1[CH:30]=[CH:31][C:32]([C:35]([CH3:40])([CH3:39])[C:36]([NH:8][CH:12]2[CH2:13][CH2:14][CH2:15][CH2:16][CH2:11]2)=[O:37])=[CH:33][CH:34]=1. The catalyst class is: 16. (4) Product: [CH3:1][N:2]([C:10]1[CH:11]=[CH:12][C:13]([NH2:16])=[CH:14][CH:15]=1)[C:3](=[O:9])[O:4][C:5]([CH3:8])([CH3:6])[CH3:7]. The catalyst class is: 99. Reactant: [CH3:1][N:2]([C:10]1[CH:15]=[CH:14][C:13]([N+:16]([O-])=O)=[CH:12][CH:11]=1)[C:3](=[O:9])[O:4][C:5]([CH3:8])([CH3:7])[CH3:6].[H][H]. (5) Reactant: [Br:1][C:2]1[CH:3]=[C:4]2[C:9](Cl)=[C:8]([C:11]([NH2:13])=[O:12])[CH:7]=[N:6][N:5]2[CH:14]=1.[NH2:15][CH:16]1[CH2:30][CH:19]2[CH2:20][N:21]([C:23]([O:25][C:26]([CH3:29])([CH3:28])[CH3:27])=[O:24])[CH2:22][CH:18]2[CH:17]1[CH3:31].C(N(CC)C(C)C)(C)C. Product: [Br:1][C:2]1[CH:3]=[C:4]2[C:9]([NH:15][C@@H:16]3[CH2:30][C@@H:19]4[CH2:20][N:21]([C:23]([O:25][C:26]([CH3:28])([CH3:27])[CH3:29])=[O:24])[CH2:22][C@@H:18]4[C@H:17]3[CH3:31])=[C:8]([C:11](=[O:12])[NH2:13])[CH:7]=[N:6][N:5]2[CH:14]=1. The catalyst class is: 435. (6) Reactant: [N+:1]([C:4]1[CH:12]=[C:11]2[C:7]([CH2:8][CH2:9][CH2:10]2)=[CH:6][C:5]=1[NH2:13])([O-:3])=[O:2].[N+](C1C(N)=CC=C2C=1CCC2)([O-])=O.[CH3:27][C:28](OC(C)=O)=[O:29].NC1C=C2C(=CC=1)CCC2.[N+]([O-])([O-])=O.[K+]. Product: [N+:1]([C:4]1[CH:12]=[C:11]2[C:7]([CH2:8][CH2:9][CH2:10]2)=[CH:6][C:5]=1[NH:13][C:28](=[O:29])[CH3:27])([O-:3])=[O:2]. The catalyst class is: 38. (7) Reactant: [Br:1][C:2]1[CH:3]=[N:4][NH:5][CH:6]=1.C(=O)([O-])[O-].[Cs+].[Cs+].CS(O[CH2:18][CH2:19][C@@H:20]([NH:29][C:30]([O:32][C:33]([CH3:36])([CH3:35])[CH3:34])=[O:31])[CH2:21][C:22]1[CH:27]=[CH:26][C:25]([Cl:28])=[CH:24][CH:23]=1)(=O)=O. Product: [Br:1][C:2]1[CH:3]=[N:4][N:5]([CH2:18][CH2:19][C@@H:20]([NH:29][C:30](=[O:31])[O:32][C:33]([CH3:36])([CH3:35])[CH3:34])[CH2:21][C:22]2[CH:27]=[CH:26][C:25]([Cl:28])=[CH:24][CH:23]=2)[CH:6]=1. The catalyst class is: 85. (8) Reactant: C(OC([N:8]1[CH2:12][CH2:11][CH2:10][CH:9]1[CH2:13][O:14][C:15]1[CH:24]=[C:23]2[C:18]([C:19]([O:25][C:26]3[CH:31]=[CH:30][C:29]([NH:32][C:33](=[O:40])[C:34]4[CH:39]=[CH:38][CH:37]=[CH:36][CH:35]=4)=[CH:28][CH:27]=3)=[CH:20][CH:21]=[N:22]2)=[CH:17][C:16]=1[O:41][CH3:42])=O)(C)(C)C.C(O)(C(F)(F)F)=O. Product: [CH3:42][O:41][C:16]1[CH:17]=[C:18]2[C:23](=[CH:24][C:15]=1[O:14][CH2:13][CH:9]1[CH2:10][CH2:11][CH2:12][NH:8]1)[N:22]=[CH:21][CH:20]=[C:19]2[O:25][C:26]1[CH:31]=[CH:30][C:29]([NH:32][C:33](=[O:40])[C:34]2[CH:35]=[CH:36][CH:37]=[CH:38][CH:39]=2)=[CH:28][CH:27]=1. The catalyst class is: 2.